Dataset: Reaction yield outcomes from USPTO patents with 853,638 reactions. Task: Predict the reaction yield, written as a fraction of the theoretical maximum amount of product (1.0 means a 100% yield; for example, 0.34 means a 34% yield). (1) The reactants are [C:1]([Si:5]([O:8][C:9]1[CH:14]=[CH:13][CH:12]=[CH:11][C:10]=1[CH2:15][CH2:16][O:17][Si](C(C)(C)C)(C)C)([CH3:7])[CH3:6])([CH3:4])([CH3:3])[CH3:2].CC1C=CC(S([O-])(=O)=O)=CC=1.C1C=C[NH+]=CC=1. The catalyst is C(O)C. The product is [Si:5]([O:8][C:9]1[CH:14]=[CH:13][CH:12]=[CH:11][C:10]=1[CH2:15][CH2:16][OH:17])([C:1]([CH3:4])([CH3:3])[CH3:2])([CH3:7])[CH3:6]. The yield is 0.721. (2) The reactants are [CH3:1][O:2][CH2:3][O:4][C@H:5]1[CH2:9][CH2:8][N:7]([CH2:10][C@H:11]([C:13]2[CH:18]=[CH:17][CH:16]=[CH:15][CH:14]=2)O)[CH2:6]1.COCO[C@H]1CCN([C@H](C2C=CC=CC=2)CO)C1.[CH3:37][O:38][C:39]1[CH:48]=[C:47]([NH:49][CH3:50])[CH:46]=[CH:45][C:40]=1[C:41]([O:43][CH3:44])=[O:42]. No catalyst specified. The product is [CH3:37][O:38][C:39]1[CH:48]=[C:47]([N:49]([C@@H:11]([C:13]2[CH:18]=[CH:17][CH:16]=[CH:15][CH:14]=2)[CH2:10][N:7]2[CH2:8][CH2:9][C@H:5]([O:4][CH2:3][O:2][CH3:1])[CH2:6]2)[CH3:50])[CH:46]=[CH:45][C:40]=1[C:41]([O:43][CH3:44])=[O:42]. The yield is 0.410. (3) The catalyst is C(Cl)Cl. The reactants are Cl.[CH3:2][N:3]1[C:18]2[C:13](=[CH:14][CH:15]=[CH:16][CH:17]=2)[C:5]([CH2:6][C@@H:7]([C:9]([O:11][CH3:12])=[O:10])[NH2:8])=[CH:4]1.C(N(CC)CC)C.[F:26][C:27]1[CH:37]=[CH:36][CH:35]=[C:34]([F:38])[C:28]=1[CH:29]=[CH:30][C:31](O)=[O:32].CCN=C=NCCCN(C)C.Cl. The yield is 0.510. The product is [F:26][C:27]1[CH:37]=[CH:36][CH:35]=[C:34]([F:38])[C:28]=1[CH:29]=[CH:30][C:31]([NH:8][C@H:7]([C:9]([O:11][CH3:12])=[O:10])[CH2:6][C:5]1[C:13]2[C:18](=[CH:17][CH:16]=[CH:15][CH:14]=2)[N:3]([CH3:2])[CH:4]=1)=[O:32]. (4) The reactants are C(OC1C=CC=CC=1N1CCCN([CH2:17][CH2:18][CH2:19][CH2:20][O:21][C:22]2[CH:31]=[C:30]3[C:25]([CH2:26][CH2:27][C:28](=[O:32])[NH:29]3)=[CH:24][CH:23]=2)CC1)C.[Na+].[I-].Cl.[CH3:36][O:37][C:38]1[CH:43]=[CH:42][CH:41]=[CH:40][C:39]=1[N:44]1[CH2:49][CH2:48][NH:47][CH2:46][CH2:45]1.C([O-])([O-])=O.[K+].[K+]. The catalyst is CC#N. The product is [CH3:36][O:37][C:38]1[CH:43]=[CH:42][CH:41]=[CH:40][C:39]=1[N:44]1[CH2:49][CH2:48][N:47]([CH2:17][CH2:18][CH2:19][CH2:20][O:21][C:22]2[CH:31]=[C:30]3[C:25]([CH2:26][CH2:27][C:28](=[O:32])[NH:29]3)=[CH:24][CH:23]=2)[CH2:46][CH2:45]1. The yield is 0.600.